The task is: Binary Classification. Given a T-cell receptor sequence (or CDR3 region) and an epitope sequence, predict whether binding occurs between them.. This data is from TCR-epitope binding with 47,182 pairs between 192 epitopes and 23,139 TCRs. (1) The epitope is YLNTLTLAV. The TCR CDR3 sequence is CASSFHGEYEQYF. Result: 1 (the TCR binds to the epitope). (2) The epitope is RAKFKQLL. The TCR CDR3 sequence is CASYDSTDTQYF. Result: 1 (the TCR binds to the epitope). (3) The epitope is YLNTLTLAV. The TCR CDR3 sequence is CASSYSAVYEQYF. Result: 1 (the TCR binds to the epitope). (4) The epitope is RAKFKQLL. The TCR CDR3 sequence is CASSATSGGAGPADTQYF. Result: 0 (the TCR does not bind to the epitope). (5) The epitope is YVFCTVNAL. The TCR CDR3 sequence is CASSPRSGNEQYF. Result: 0 (the TCR does not bind to the epitope).